Dataset: Forward reaction prediction with 1.9M reactions from USPTO patents (1976-2016). Task: Predict the product of the given reaction. (1) Given the reactants [CH3:1][N:2]1[C:10]2[C:5](=[CH:6][CH:7]=[C:8]([O:11][CH3:12])[CH:9]=2)[C:4]([C:13]([OH:15])=O)=[C:3]1[CH3:16].C(Cl)(=O)C(Cl)=O.[CH:23]1([NH2:26])[CH2:25][CH2:24]1, predict the reaction product. The product is: [CH:23]1([NH:26][C:13]([C:4]2[C:5]3[C:10](=[CH:9][C:8]([O:11][CH3:12])=[CH:7][CH:6]=3)[N:2]([CH3:1])[C:3]=2[CH3:16])=[O:15])[CH2:25][CH2:24]1. (2) The product is: [Br:1][C:2]1[CH:3]=[N:4][C:5]2[N:6]([N:8]=[C:9]([C:11]([N:24]3[CH2:25][CH:26]=[C:21]([C:17]4[CH:18]=[CH:19][CH:20]=[C:15]([Cl:14])[CH:16]=4)[CH2:22][CH:23]3[CH3:27])=[O:13])[CH:10]=2)[CH:7]=1. Given the reactants [Br:1][C:2]1[CH:3]=[N:4][C:5]2[N:6]([N:8]=[C:9]([C:11]([OH:13])=O)[CH:10]=2)[CH:7]=1.[Cl:14][C:15]1[CH:16]=[C:17]([C:21]2[CH2:22][CH:23]([CH3:27])[NH:24][CH2:25][CH:26]=2)[CH:18]=[CH:19][CH:20]=1, predict the reaction product. (3) Given the reactants [CH3:1][O:2][C:3]1[CH:4]=[CH:5][C:6]2[CH2:12][CH2:11][N:10]([CH3:13])[CH2:9][CH:8]([C:14]3[CH:19]=[CH:18][C:17]([N+:20]([O-:22])=[O:21])=[CH:16][CH:15]=3)[C:7]=2[CH:23]=1.[Br:24]Br, predict the reaction product. The product is: [CH3:1][O:2][C:3]1[C:4]([Br:24])=[CH:5][C:6]2[CH2:12][CH2:11][N:10]([CH3:13])[CH2:9][CH:8]([C:14]3[CH:19]=[CH:18][C:17]([N+:20]([O-:22])=[O:21])=[CH:16][CH:15]=3)[C:7]=2[CH:23]=1. (4) Given the reactants Br[CH2:2][C:3]([C:5]1[C:6]([C:11]2[CH:16]=[CH:15][CH:14]=[CH:13][CH:12]=2)=[N:7][O:8][C:9]=1[CH3:10])=O.[CH2:17]1[CH:19]([C:20]([NH2:22])=[NH:21])[CH2:18]1.Cl, predict the reaction product. The product is: [CH:19]1([C:20]2[NH:21][CH:2]=[C:3]([C:5]3[C:6]([C:11]4[CH:16]=[CH:15][CH:14]=[CH:13][CH:12]=4)=[N:7][O:8][C:9]=3[CH3:10])[N:22]=2)[CH2:17][CH2:18]1. (5) Given the reactants C([N:8](CC1C=CC=CC=1)[CH2:9][C:10]([F:17])([F:16])[C:11]([O:13]CC)=[O:12])C1C=CC=CC=1.Cl.[CH3:26][CH2:27]O, predict the reaction product. The product is: [CH2:26]([CH:9]([NH2:8])[C:10]([F:16])([F:17])[C:11]([OH:13])=[O:12])[CH3:27]. (6) Given the reactants [Cl:1][C:2]1[CH:7]=[CH:6][C:5]([C:8]2[C:13]([O:14][CH2:15][C:16]([F:19])([F:18])[F:17])=[CH:12][N:11]=[C:10]([C:20]([OH:22])=O)[CH:9]=2)=[CH:4][CH:3]=1.F[B-](F)(F)F.N1(OC(N(C)C)=[N+](C)C)C2C=CC=CC=2N=N1.C(N(CC)C(C)C)(C)C.Cl.[CH3:55][O:56][C:57]1[CH:61]=[C:60]([CH2:62][NH2:63])[O:59][N:58]=1, predict the reaction product. The product is: [CH3:55][O:56][C:57]1[CH:61]=[C:60]([CH2:62][NH:63][C:20]([C:10]2[CH:9]=[C:8]([C:5]3[CH:4]=[CH:3][C:2]([Cl:1])=[CH:7][CH:6]=3)[C:13]([O:14][CH2:15][C:16]([F:19])([F:17])[F:18])=[CH:12][N:11]=2)=[O:22])[O:59][N:58]=1.